This data is from Forward reaction prediction with 1.9M reactions from USPTO patents (1976-2016). The task is: Predict the product of the given reaction. (1) Given the reactants Cl.[CH:2]([C:5]1[S:14][C:13]2[NH:12][C:11]3[CH:15]=[CH:16][CH:17]=[CH:18][C:10]=3[N:9]=[C:8]([NH2:19])[C:7]=2[N:6]=1)([CH3:4])[CH3:3].[CH2:20]([O:22][CH2:23][CH2:24][C@H:25]1[CH2:30]N[CH2:28][CH2:27][NH:26]1)[CH3:21], predict the reaction product. The product is: [CH2:20]([O:22][CH2:23][CH2:24][C@@H:25]1[NH:26][CH2:27][CH2:28][N:19]([C:8]2[C:7]3[N:6]=[C:5]([CH:2]([CH3:4])[CH3:3])[S:14][C:13]=3[NH:12][C:11]3[CH:15]=[CH:16][CH:17]=[CH:18][C:10]=3[N:9]=2)[CH2:30]1)[CH3:21]. (2) Given the reactants CCN(C(C)C)C(C)C.[Li]CCCC.[CH2:15]([O:17][C:18]([CH:20]1[CH2:25][CH2:24][N:23]([C:26]([O:28][C:29]([CH3:32])([CH3:31])[CH3:30])=[O:27])[CH2:22][CH2:21]1)=[O:19])[CH3:16].[F:33][C:34]1[CH:41]=[CH:40][C:37]([CH2:38]Br)=[CH:36][CH:35]=1, predict the reaction product. The product is: [CH2:15]([O:17][C:18]([C:20]1([CH2:38][C:37]2[CH:40]=[CH:41][C:34]([F:33])=[CH:35][CH:36]=2)[CH2:25][CH2:24][N:23]([C:26]([O:28][C:29]([CH3:31])([CH3:30])[CH3:32])=[O:27])[CH2:22][CH2:21]1)=[O:19])[CH3:16]. (3) Given the reactants FC(F)(F)S(O[C:7]1[CH:8]=[CH:9][C:10]2[O:14][C:13]([C:15]3[CH:20]=[CH:19][C:18]([F:21])=[CH:17][CH:16]=3)=[C:12]([C:22](=[O:25])[NH:23][CH3:24])[C:11]=2[C:26]=1[F:27])(=O)=O.O1CCOCC1.B([C:39]1[CH:40]=[C:41]([CH:45]=[CH:46][C:47]=1[O:48][CH3:49])[C:42]([OH:44])=[O:43])(O)O.C(=O)([O-])[O-].[Cs+].[Cs+], predict the reaction product. The product is: [F:27][C:26]1[C:11]2[C:12]([C:22](=[O:25])[NH:23][CH3:24])=[C:13]([C:15]3[CH:20]=[CH:19][C:18]([F:21])=[CH:17][CH:16]=3)[O:14][C:10]=2[CH:9]=[CH:8][C:7]=1[C:39]1[CH:40]=[C:41]([CH:45]=[CH:46][C:47]=1[O:48][CH3:49])[C:42]([OH:44])=[O:43]. (4) Given the reactants [C:12]([O:11][C:9](O[C:9]([O:11][C:12]([CH3:15])([CH3:14])[CH3:13])=[O:10])=[O:10])([CH3:15])([CH3:14])[CH3:13].[NH2:16][CH2:17][C:18]1[CH:19]=[C:20]([CH:22]=[CH:23][CH:24]=1)[NH2:21], predict the reaction product. The product is: [C:12]([O:11][C:9](=[O:10])[NH:16][CH2:17][C:18]1[CH:24]=[CH:23][CH:22]=[C:20]([NH2:21])[CH:19]=1)([CH3:13])([CH3:14])[CH3:15].